From a dataset of Forward reaction prediction with 1.9M reactions from USPTO patents (1976-2016). Predict the product of the given reaction. (1) The product is: [O:26]1[C:25]2[CH:24]=[CH:23][C:22]([NH:27][C:28](=[O:29])[O:17][C:13]3[CH:12]=[C:11]4[C:16](=[CH:15][CH:14]=3)[N:8]([CH2:1][C:2]3[CH:3]=[CH:4][CH:5]=[CH:6][CH:7]=3)[CH2:9][CH2:10]4)=[CH:21][C:20]=2[O:19][CH2:18]1. Given the reactants [CH2:1]([N:8]1[C:16]2[C:11](=[CH:12][C:13]([OH:17])=[CH:14][CH:15]=2)[CH2:10][CH2:9]1)[C:2]1[CH:7]=[CH:6][CH:5]=[CH:4][CH:3]=1.[CH2:18]1[O:26][C:25]2[CH:24]=[CH:23][C:22]([N:27]=[C:28]=[O:29])=[CH:21][C:20]=2[O:19]1, predict the reaction product. (2) Given the reactants [Cl-].[OH:2][C@H:3]([C:7]1[CH:12]=[CH:11][CH:10]=[C:9]([O:13][CH3:14])[CH:8]=1)[C@@H:4]([NH3+:6])[CH3:5].[F:15][C:16]1[CH:21]=[CH:20][C:19]([N:22]2[C:30]3[C:25](=[CH:26][C:27](I)=[C:28]([CH3:31])[CH:29]=3)[CH:24]=[N:23]2)=[CH:18][CH:17]=1, predict the reaction product. The product is: [F:15][C:16]1[CH:17]=[CH:18][C:19]([N:22]2[C:30]3[C:25](=[CH:26][C:27]([O:2][C@H:3]([C:7]4[CH:12]=[CH:11][CH:10]=[C:9]([O:13][CH3:14])[CH:8]=4)[C@@H:4]([NH2:6])[CH3:5])=[C:28]([CH3:31])[CH:29]=3)[CH:24]=[N:23]2)=[CH:20][CH:21]=1. (3) Given the reactants [H-].[Na+].I[CH3:4].[OH:5][CH:6]1[C:12]2[CH:13]=[C:14]([CH2:17][N:18]([CH2:34][CH:35]([CH3:37])[CH3:36])[C:19]([CH:21]3[O:26][CH2:25][CH2:24][N:23]([C:27]([O:29][C:30]([CH3:33])([CH3:32])[CH3:31])=[O:28])[CH2:22]3)=[O:20])[CH:15]=[CH:16][C:11]=2[CH2:10][CH2:9][CH2:8][CH2:7]1, predict the reaction product. The product is: [CH2:34]([N:18]([CH2:17][C:14]1[CH:15]=[CH:16][C:11]2[CH2:10][CH2:9][CH2:8][CH2:7][CH:6]([O:5][CH3:4])[C:12]=2[CH:13]=1)[C:19]([CH:21]1[O:26][CH2:25][CH2:24][N:23]([C:27]([O:29][C:30]([CH3:31])([CH3:32])[CH3:33])=[O:28])[CH2:22]1)=[O:20])[CH:35]([CH3:37])[CH3:36]. (4) The product is: [CH2:1]([O:8][N:9]1[C:14]2[N:15]=[CH:16][N:17]=[CH:18][C:13]=2[C:12]([NH:39][CH:33]2[CH2:38][CH2:37][CH2:36][CH2:35][CH2:34]2)=[C:11]([C:27]([O:29][CH2:30][CH3:31])=[O:28])[C:10]1=[O:32])[C:2]1[CH:7]=[CH:6][CH:5]=[CH:4][CH:3]=1. Given the reactants [CH2:1]([O:8][N:9]1[C:14]2[N:15]=[CH:16][N:17]=[CH:18][C:13]=2[C:12](OS(C(F)(F)F)(=O)=O)=[C:11]([C:27]([O:29][CH2:30][CH3:31])=[O:28])[C:10]1=[O:32])[C:2]1[CH:7]=[CH:6][CH:5]=[CH:4][CH:3]=1.[CH:33]1([NH2:39])[CH2:38][CH2:37][CH2:36][CH2:35][CH2:34]1, predict the reaction product. (5) The product is: [F:40][C:41]1[CH:46]=[CH:45][CH:44]=[C:43]([F:47])[C:42]=1[C:2]1[CH:3]=[C:4]2[C:8](=[CH:9][CH:10]=1)[N:7]([CH:11]1[CH2:16][CH2:15][CH2:14][CH2:13][O:12]1)[N:6]=[C:5]2[C:17]1[N:22]=[C:21]([O:23][C@H:24]2[CH2:31][N:30]([C:32]([O:34][C:35]([CH3:37])([CH3:36])[CH3:38])=[O:33])[CH2:29][CH2:28][C:25]32[CH2:27][CH2:26]3)[CH:20]=[N:19][CH:18]=1. Given the reactants Br[C:2]1[CH:3]=[C:4]2[C:8](=[CH:9][CH:10]=1)[N:7]([CH:11]1[CH2:16][CH2:15][CH2:14][CH2:13][O:12]1)[N:6]=[C:5]2[C:17]1[N:22]=[C:21]([O:23][C@H:24]2[CH2:31][N:30]([C:32]([O:34][C:35]([CH3:38])([CH3:37])[CH3:36])=[O:33])[CH2:29][CH2:28][C:25]32[CH2:27][CH2:26]3)[CH:20]=[N:19][CH:18]=1.[Br-].[F:40][C:41]1[CH:46]=[CH:45][CH:44]=[C:43]([F:47])[C:42]=1[Zn+].C1COCC1.O.C(CN(CCO)CCN(CC([O-])=O)CC([O-])=O)([O-])=O.[Na+].[Na+].[Na+].O, predict the reaction product. (6) Given the reactants [Cl:1][C:2]1[CH:3]=[C:4]([CH:7]=[CH:8][C:9]=1[F:10])[CH:5]=[O:6].[C:11]([O:15][CH3:16])(=[O:14])[CH:12]=[CH2:13].N12CCN(CC1)CC2, predict the reaction product. The product is: [Cl:1][C:2]1[CH:3]=[C:4]([CH:5]([OH:6])[C:12](=[CH2:13])[C:11]([O:15][CH3:16])=[O:14])[CH:7]=[CH:8][C:9]=1[F:10].